Dataset: Catalyst prediction with 721,799 reactions and 888 catalyst types from USPTO. Task: Predict which catalyst facilitates the given reaction. (1) Reactant: [CH3:1][O:2][C:3]1[CH:4]=[C:5]2[C:10](=[CH:11][C:12]=1[O:13][CH3:14])[N:9]=[CH:8][N:7]=[C:6]2[O:15][C:16]1[CH:22]=[CH:21][C:19]([NH2:20])=[C:18]([F:23])[CH:17]=1.[F:24][C:25]1[CH:30]=[C:29]([F:31])[CH:28]=[CH:27][C:26]=1[N:32]=[C:33]=[O:34]. Product: [F:24][C:25]1[CH:30]=[C:29]([F:31])[CH:28]=[CH:27][C:26]=1[NH:32][C:33]([NH:20][C:19]1[CH:21]=[CH:22][C:16]([O:15][C:6]2[C:5]3[C:10](=[CH:11][C:12]([O:13][CH3:14])=[C:3]([O:2][CH3:1])[CH:4]=3)[N:9]=[CH:8][N:7]=2)=[CH:17][C:18]=1[F:23])=[O:34]. The catalyst class is: 22. (2) Reactant: C[O:2][C:3]1[C:16]2[O:15][C:14]3[C:9](=[CH:10][CH:11]=[CH:12][CH:13]=3)[C:8](=[O:17])[C:7]=2[CH:6]=[CH:5][CH:4]=1.B(Br)(Br)Br.N. Product: [OH:2][C:3]1[C:16]2[O:15][C:14]3[C:9](=[CH:10][CH:11]=[CH:12][CH:13]=3)[C:8](=[O:17])[C:7]=2[CH:6]=[CH:5][CH:4]=1. The catalyst class is: 61. (3) Reactant: [NH:1]1[CH2:4][CH2:3][CH2:2]1.Cl[C:6]1[C:11]2=[C:12]([C:16]3[CH:17]=[N:18][N:19]([CH3:21])[CH:20]=3)[N:13]=[C:14]([CH3:15])[N:10]2[N:9]=[CH:8][N:7]=1.C(=O)(O)[O-].[Na+].COC(C)(C)C. Product: [N:1]1([C:6]2[C:11]3=[C:12]([C:16]4[CH:17]=[N:18][N:19]([CH3:21])[CH:20]=4)[N:13]=[C:14]([CH3:15])[N:10]3[N:9]=[CH:8][N:7]=2)[CH2:4][CH2:3][CH2:2]1. The catalyst class is: 4.